From a dataset of NCI-60 drug combinations with 297,098 pairs across 59 cell lines. Regression. Given two drug SMILES strings and cell line genomic features, predict the synergy score measuring deviation from expected non-interaction effect. (1) Drug 1: CC1C(C(CC(O1)OC2CC(CC3=C2C(=C4C(=C3O)C(=O)C5=C(C4=O)C(=CC=C5)OC)O)(C(=O)C)O)N)O.Cl. Drug 2: C1=CC=C(C(=C1)C(C2=CC=C(C=C2)Cl)C(Cl)Cl)Cl. Cell line: LOX IMVI. Synergy scores: CSS=24.9, Synergy_ZIP=1.22, Synergy_Bliss=2.58, Synergy_Loewe=-25.7, Synergy_HSA=4.13. (2) Drug 1: C1C(C(OC1N2C=C(C(=O)NC2=O)F)CO)O. Drug 2: CS(=O)(=O)OCCCCOS(=O)(=O)C. Cell line: KM12. Synergy scores: CSS=21.6, Synergy_ZIP=3.24, Synergy_Bliss=4.43, Synergy_Loewe=-2.14, Synergy_HSA=1.32. (3) Drug 1: CN1C(=O)N2C=NC(=C2N=N1)C(=O)N. Drug 2: C(CC(=O)O)C(=O)CN.Cl. Cell line: OVCAR-4. Synergy scores: CSS=9.31, Synergy_ZIP=-2.99, Synergy_Bliss=1.88, Synergy_Loewe=-3.72, Synergy_HSA=0.0821. (4) Drug 1: CCCS(=O)(=O)NC1=C(C(=C(C=C1)F)C(=O)C2=CNC3=C2C=C(C=N3)C4=CC=C(C=C4)Cl)F. Drug 2: CS(=O)(=O)CCNCC1=CC=C(O1)C2=CC3=C(C=C2)N=CN=C3NC4=CC(=C(C=C4)OCC5=CC(=CC=C5)F)Cl. Cell line: MOLT-4. Synergy scores: CSS=-17.6, Synergy_ZIP=2.22, Synergy_Bliss=-16.6, Synergy_Loewe=-20.7, Synergy_HSA=-20.7.